From a dataset of Peptide-MHC class II binding affinity with 134,281 pairs from IEDB. Regression. Given a peptide amino acid sequence and an MHC pseudo amino acid sequence, predict their binding affinity value. This is MHC class II binding data. The peptide sequence is FRNIVNMLHGVRDGL. The MHC is HLA-DPA10201-DPB10501 with pseudo-sequence HLA-DPA10201-DPB10501. The binding affinity (normalized) is 0.379.